Dataset: Catalyst prediction with 721,799 reactions and 888 catalyst types from USPTO. Task: Predict which catalyst facilitates the given reaction. (1) Reactant: [CH2:1]([O:8][C:9]1[CH:10]=[CH:11][C:12]2[C:13]3[N:21]([NH:22][CH:23]([CH3:25])[CH3:24])[C:20]([CH2:26][O:27][CH2:28][CH3:29])=[N:19][C:14]=3[CH:15]=[N:16][C:17]=2[CH:18]=1)[C:2]1[CH:7]=[CH:6][CH:5]=[CH:4][CH:3]=1.[OH-].[NH4+:31].C1(C)C=CC(S(Cl)(=O)=O)=CC=1. Product: [CH2:1]([O:8][C:9]1[CH:10]=[CH:11][C:12]2[C:13]3[N:21]([NH:22][CH:23]([CH3:25])[CH3:24])[C:20]([CH2:26][O:27][CH2:28][CH3:29])=[N:19][C:14]=3[C:15]([NH2:31])=[N:16][C:17]=2[CH:18]=1)[C:2]1[CH:3]=[CH:4][CH:5]=[CH:6][CH:7]=1. The catalyst class is: 146. (2) Reactant: [NH2:1][CH2:2][C:3]1[CH:21]=[C:20]([F:22])[CH:19]=[CH:18][C:4]=1[O:5][C:6]1[CH:7]=[C:8]2[C:12](=[CH:13][CH:14]=1)[N:11]([CH2:15][CH2:16][OH:17])[N:10]=[CH:9]2.[C:23]([C:27]1[CH:31]=[C:30]([NH:32][C:33](=O)[O:34]C2C=CC=CC=2)[N:29]([C:42]2[CH:47]=[CH:46][C:45]([CH3:48])=[CH:44][CH:43]=2)[N:28]=1)([CH3:26])([CH3:25])[CH3:24]. Product: [C:23]([C:27]1[CH:31]=[C:30]([NH:32][C:33]([NH:1][CH2:2][C:3]2[CH:21]=[C:20]([F:22])[CH:19]=[CH:18][C:4]=2[O:5][C:6]2[CH:7]=[C:8]3[C:12](=[CH:13][CH:14]=2)[N:11]([CH2:15][CH2:16][OH:17])[N:10]=[CH:9]3)=[O:34])[N:29]([C:42]2[CH:47]=[CH:46][C:45]([CH3:48])=[CH:44][CH:43]=2)[N:28]=1)([CH3:26])([CH3:25])[CH3:24]. The catalyst class is: 44. (3) Reactant: [OH:1][C:2]([C:5]1[CH:10]=[CH:9][C:8]([C:11]2[N:12]=[C:13]([C@@H:33]3[CH2:37][CH2:36][C@H:35]([NH:38]C(=O)OC(C)(C)C)[CH2:34]3)[N:14]3[C:19]4[CH:20]=[CH:21][N:22]([S:23]([C:26]5[CH:32]=[CH:31][C:29]([CH3:30])=[CH:28][CH:27]=5)(=[O:25])=[O:24])[C:18]=4[N:17]=[CH:16][C:15]=23)=[CH:7][CH:6]=1)([CH3:4])[CH3:3].O1CCOCC1.[ClH:52]. Product: [NH2:38][C@H:35]1[CH2:36][CH2:37][C@@H:33]([C:13]2[N:14]3[C:19]4[CH:20]=[CH:21][N:22]([S:23]([C:26]5[CH:32]=[CH:31][C:29]([CH3:30])=[CH:28][CH:27]=5)(=[O:24])=[O:25])[C:18]=4[N:17]=[CH:16][C:15]3=[C:11]([C:8]3[CH:7]=[CH:6][C:5]([C:2]([OH:1])([CH3:3])[CH3:4])=[CH:10][CH:9]=3)[N:12]=2)[CH2:34]1.[ClH:52]. The catalyst class is: 28. (4) Reactant: C[O:2][C:3]([C:5]1[CH:10]=[CH:9][C:8]([O:11][C:12]([N:14]2[CH2:18][CH:17]([CH2:19][C:20]([CH3:23])([CH3:22])[CH3:21])[C:16]3([C:31]4[C:26](=[CH:27][C:28]([Cl:32])=[CH:29][CH:30]=4)[NH:25][C:24]3=[O:33])[CH:15]2[C:34]2[CH:39]=[CH:38][CH:37]=[C:36]([Cl:40])[C:35]=2[F:41])=[O:13])=[CH:7][CH:6]=1)=[O:4].[Li+].[OH-].CO. Product: [C:3]([C:5]1[CH:10]=[CH:9][C:8]([O:11][C:12]([N:14]2[CH2:18][CH:17]([CH2:19][C:20]([CH3:23])([CH3:22])[CH3:21])[C:16]3([C:31]4[C:26](=[CH:27][C:28]([Cl:32])=[CH:29][CH:30]=4)[NH:25][C:24]3=[O:33])[CH:15]2[C:34]2[CH:39]=[CH:38][CH:37]=[C:36]([Cl:40])[C:35]=2[F:41])=[O:13])=[CH:7][CH:6]=1)([OH:4])=[O:2]. The catalyst class is: 30.